This data is from Peptide-MHC class II binding affinity with 134,281 pairs from IEDB. The task is: Regression. Given a peptide amino acid sequence and an MHC pseudo amino acid sequence, predict their binding affinity value. This is MHC class II binding data. (1) The peptide sequence is RLKSLVNDLTDKNNLLE. The MHC is DRB1_1101 with pseudo-sequence DRB1_1101. The binding affinity (normalized) is 0. (2) The peptide sequence is PDEYVEQVAQYKALP. The MHC is DRB1_0301 with pseudo-sequence DRB1_0301. The binding affinity (normalized) is 0.189. (3) The peptide sequence is KAFVLDSDNLIPKVV. The MHC is DRB3_0101 with pseudo-sequence DRB3_0101. The binding affinity (normalized) is 0.997. (4) The peptide sequence is NPKFENIAEGLRALLARSHVERTTDE. The MHC is DRB1_1301 with pseudo-sequence DRB1_1301. The binding affinity (normalized) is 0.315. (5) The peptide sequence is VGPGRWDEDGAKRIP. The MHC is DRB4_0101 with pseudo-sequence DRB4_0103. The binding affinity (normalized) is 0. (6) The peptide sequence is KVPWDQVVMTSLALV. The MHC is HLA-DQA10303-DQB10402 with pseudo-sequence HLA-DQA10303-DQB10402. The binding affinity (normalized) is 0.449. (7) The peptide sequence is QKWDATATELNNALQ. The MHC is DRB1_0802 with pseudo-sequence DRB1_0802. The binding affinity (normalized) is 0.